From a dataset of Full USPTO retrosynthesis dataset with 1.9M reactions from patents (1976-2016). Predict the reactants needed to synthesize the given product. (1) Given the product [Cl:1][C:2]1[CH:7]=[CH:6][N:5]=[C:4]([CH:8]([NH:9][C:10]2[O:11][C:12]3[C:18]([O:19][CH3:20])=[CH:17][C:16]([C:21]([N:31]4[C@H:26]([CH2:24][CH3:25])[CH2:27][O:28][C:29]([CH2:33][CH2:34][OH:35])([CH3:32])[CH2:30]4)=[O:23])=[CH:15][C:13]=3[N:14]=2)[CH3:36])[CH:3]=1, predict the reactants needed to synthesize it. The reactants are: [Cl:1][C:2]1[CH:7]=[CH:6][N:5]=[C:4]([CH2:8][NH:9][C:10]2[O:11][C:12]3[C:18]([O:19][CH3:20])=[CH:17][C:16]([C:21]([OH:23])=O)=[CH:15][C:13]=3[N:14]=2)[CH:3]=1.[CH2:24]([C@H:26]1[NH:31][CH2:30][C:29]([CH2:33][CH2:34][OH:35])([CH3:32])[O:28][CH2:27]1)[CH3:25].[CH:36](N(CC)C(C)C)(C)C.CN(C(ON1N=NC2C=CC=NC1=2)=[N+](C)C)C.F[P-](F)(F)(F)(F)F. (2) Given the product [Br:1][C:2]1[S:6][C:5]2=[C:7]([CH:10]=[O:11])[N:8]=[CH:9][N:4]2[CH:3]=1, predict the reactants needed to synthesize it. The reactants are: [Br:1][C:2]1[S:6][C:5]2=[C:7]([CH2:10][OH:11])[N:8]=[CH:9][N:4]2[CH:3]=1.O=O. (3) Given the product [CH:1]1([C@H:7]([NH:9][C:10](=[O:18])[C:11]2[CH:16]=[CH:15][C:14]([CH2:17][OH:25])=[N:13][CH:12]=2)[CH3:8])[CH2:6][CH2:5][CH2:4][CH2:3][CH2:2]1, predict the reactants needed to synthesize it. The reactants are: [CH:1]1([C@H:7]([NH:9][C:10](=[O:18])[C:11]2[CH:16]=[CH:15][C:14]([CH3:17])=[N:13][CH:12]=2)[CH3:8])[CH2:6][CH2:5][CH2:4][CH2:3][CH2:2]1.CC1C=CC(C(O)=[O:25])=CN=1.C1C=C(Cl)C=C(C(OO)=O)C=1.C([O-])(O)=O.[Na+]. (4) Given the product [Cl:51][C:52]1[CH:57]=[CH:56][C:55]([S:58]([NH:61][C:62]2[C:63]([C:69]([OH:71])=[O:70])=[N:64][CH:65]=[CH:66][CH:67]=2)(=[O:59])=[O:60])=[CH:54][C:53]=1[C:72]([F:74])([F:73])[F:75], predict the reactants needed to synthesize it. The reactants are: ClC1C=CC(S(Cl)(=O)=O)=CC=1C(F)(F)F.COC(C1C(N)=CC=CN=1)=O.ClC1C=CC(S(NC2C(C#N)=NC=C(C)C=2)(=O)=O)=CC=1C(F)(F)F.[Cl:51][C:52]1[CH:57]=[CH:56][C:55]([S:58]([NH:61][C:62]2[C:63]([C:69]([OH:71])=[O:70])=[N:64][CH:65]=[C:66](C)[CH:67]=2)(=[O:60])=[O:59])=[CH:54][C:53]=1[C:72]([F:75])([F:74])[F:73].[Li+].[OH-]. (5) Given the product [Cl:1][C:2]1[C:3]([C:26]([O:28][CH2:29][CH3:30])=[O:27])=[CH:4][C:5]2[N:6]([C:9]([CH2:16][CH:18]3[CH2:23][CH2:22][C:21]([F:25])([F:24])[CH2:20][CH2:19]3)=[C:10]([C:12]([F:15])([F:14])[CH3:13])[N:11]=2)[C:7]=1[CH3:8], predict the reactants needed to synthesize it. The reactants are: [Cl:1][C:2]1[C:3]([C:26]([O:28][CH2:29][CH3:30])=[O:27])=[CH:4][C:5]2[N:6]([C:9]([CH:16]([CH:18]3[CH2:23][CH2:22][C:21]([F:25])([F:24])[CH2:20][CH2:19]3)O)=[C:10]([C:12]([F:15])([F:14])[CH3:13])[N:11]=2)[C:7]=1[CH3:8].FC(F)(F)C(O)=O.C([SiH](CC)CC)C.